From a dataset of Forward reaction prediction with 1.9M reactions from USPTO patents (1976-2016). Predict the product of the given reaction. (1) Given the reactants Br[C:2]1[CH:7]=[CH:6][CH:5]=[C:4]([Br:8])[N:3]=1.[C:9]1(B(O)O)[CH:14]=[CH:13][CH:12]=[CH:11][CH:10]=1.C(=O)([O-])[O-].[Na+].[Na+], predict the reaction product. The product is: [Br:8][C:4]1[CH:5]=[CH:6][CH:7]=[C:2]([C:9]2[CH:14]=[CH:13][CH:12]=[CH:11][CH:10]=2)[N:3]=1. (2) Given the reactants [CH3:1][CH:2]([CH2:6][C:7]1[CH:12]=[CH:11][C:10]([C:13]2[N:17]=[CH:16][N:15]([C:18]3[CH:23]=[CH:22][C:21]([O:24][C:25]([F:28])([F:27])[F:26])=[CH:20][CH:19]=3)[N:14]=2)=[CH:9][CH:8]=1)C(O)=O.C([N:31]([CH2:34]C)CC)C.P(N=[N+]=[N-])(=O)(OC1C=CC=CC=1)[O:37]C1C=CC=CC=1, predict the reaction product. The product is: [N:31]([CH:2]([CH3:1])[CH2:6][C:7]1[CH:8]=[CH:9][C:10]([C:13]2[N:17]=[CH:16][N:15]([C:18]3[CH:19]=[CH:20][C:21]([O:24][C:25]([F:26])([F:27])[F:28])=[CH:22][CH:23]=3)[N:14]=2)=[CH:11][CH:12]=1)=[C:34]=[O:37].